From a dataset of Forward reaction prediction with 1.9M reactions from USPTO patents (1976-2016). Predict the product of the given reaction. (1) The product is: [CH:12]1[C:7]2[C:1]3[C:2](=[CH:3][CH:4]=[CH:5][CH:6]=3)[C:18]3[C:13](=[CH:14][CH:15]=[CH:16][CH:17]=3)[C:8]=2[CH:9]=[CH:10][CH:11]=1. Given the reactants [C:1]1([C:7]2[C:8]([C:13]3[CH:18]=[CH:17][CH:16]=[CH:15][CH:14]=3)=[CH:9][CH:10]=[CH:11][CH:12]=2)[CH:6]=[CH:5][CH:4]=[CH:3][CH:2]=1.C([O-])([O-])=O.[K+].[K+].O, predict the reaction product. (2) Given the reactants [CH3:1][C:2]1([CH3:31])[CH:11]=[C:10]([CH3:12])[C:9]2[C:4](=[CH:5][CH:6]=[C:7]([CH2:13][S:14]([C:17]3[CH:22]=[CH:21][C:20]([CH3:23])=[CH:19][CH:18]=3)(=[O:16])=[O:15])[CH:8]=2)[N:3]1[C:24]([O:26][C:27]([CH3:30])([CH3:29])[CH3:28])=[O:25].[CH3:32]N(C)CCN(C)C.CI.[Cl-].[NH4+], predict the reaction product. The product is: [CH3:1][C:2]1([CH3:31])[CH:11]=[C:10]([CH3:12])[C:9]2[C:4](=[CH:5][CH:6]=[C:7]([CH:13]([S:14]([C:17]3[CH:18]=[CH:19][C:20]([CH3:23])=[CH:21][CH:22]=3)(=[O:16])=[O:15])[CH3:32])[CH:8]=2)[N:3]1[C:24]([O:26][C:27]([CH3:30])([CH3:29])[CH3:28])=[O:25]. (3) Given the reactants CS(Cl)(=O)=O.[C:6]([N:9]1[CH2:14][CH2:13][N:12]([CH2:15][C@@H:16]([OH:20])COC)[CH2:11][CH2:10]1)(=[O:8])[CH3:7].C(N(CC)CC)C.CS(OCCN1CCN(C(=O)C)CC1)(=O)=O.O[C:45]1[CH:50]=[CH:49][C:48]([C:51]2([OH:70])[CH2:56][CH2:55][N:54]([C:57]3[CH:58]=[CH:59][C:60]4[N:61]([C:63]([C:66]([F:69])([F:68])[F:67])=[N:64][N:65]=4)[N:62]=3)[CH2:53][CH2:52]2)=[C:47]([CH3:71])[CH:46]=1.C(=O)([O-])[O-].[K+].[K+], predict the reaction product. The product is: [C:6]([N:9]1[CH2:10][CH2:11][N:12]([CH2:15][CH2:16][O:20][C:45]2[CH:50]=[CH:49][C:48]([C:51]3([OH:70])[CH2:56][CH2:55][N:54]([C:57]4[CH:58]=[CH:59][C:60]5[N:61]([C:63]([C:66]([F:67])([F:69])[F:68])=[N:64][N:65]=5)[N:62]=4)[CH2:53][CH2:52]3)=[C:47]([CH3:71])[CH:46]=2)[CH2:13][CH2:14]1)(=[O:8])[CH3:7]. (4) Given the reactants [H-].[Al+3].[Li+].[H-].[H-].[H-].[NH:7]1[C:15]2[C:10](=[CH:11][CH:12]=[CH:13][CH:14]=2)[CH:9]=[C:8]1[C:16](OCC)=[O:17].O.[OH-].[Na+], predict the reaction product. The product is: [NH:7]1[C:15]2[C:10](=[CH:11][CH:12]=[CH:13][CH:14]=2)[CH:9]=[C:8]1[CH2:16][OH:17]. (5) Given the reactants [Cl:1][C:2]1[C:11]2[O:10][CH2:9][CH:8]([CH3:12])[CH2:7][C:6]=2[CH:5]=[C:4]([Sn](C)(C)C)[CH:3]=1.[C:17]([C@H:20]1[CH2:22][C@@H:21]1[C:23]([O-:25])=[O:24])(Cl)=[O:18].[C:26]1(C)C=CC=CC=1, predict the reaction product. The product is: [Cl:1][C:2]1[C:11]2[O:10][CH2:9][CH:8]([CH3:12])[CH2:7][C:6]=2[CH:5]=[C:4]([C:17]([C@H:20]2[CH2:22][C@@H:21]2[C:23]([O:25][CH3:26])=[O:24])=[O:18])[CH:3]=1. (6) Given the reactants [Cl:1][C:2]1[S:17][C:5]2[N:6]=[CH:7][N:8]=[C:9]([NH:10][CH:11]3[CH2:16][CH2:15][NH:14][CH2:13][CH2:12]3)[C:4]=2[CH:3]=1.[N:18]1[CH:23]=[CH:22][CH:21]=[C:20]([CH:24]=O)[CH:19]=1, predict the reaction product. The product is: [Cl:1][C:2]1[S:17][C:5]2[N:6]=[CH:7][N:8]=[C:9]([NH:10][CH:11]3[CH2:12][CH2:13][N:14]([CH2:24][C:20]4[CH:19]=[N:18][CH:23]=[CH:22][CH:21]=4)[CH2:15][CH2:16]3)[C:4]=2[CH:3]=1. (7) Given the reactants [CH:1]1[CH:2]=[CH:3][N:4]2[CH2:10][C:9]3[CH:11]=[CH:12][CH:13]=[CH:14][C:8]=3[N:7]([C:15]([C:17]3[CH:22]=[CH:21][C:20]([C:23]4[CH2:28][CH2:27][CH2:26][CH2:25][CH:24]=4)=[C:19]([CH3:29])[CH:18]=3)=[O:16])[CH2:6][C:5]=12.FC(F)(F)S(O[C:36]1[CH:41]([C:42](C)(C)C)[CH2:40]CCC=1)(=O)=O, predict the reaction product. The product is: [CH:1]1[CH:2]=[CH:3][N:4]2[CH2:10][C:9]3[CH:11]=[CH:12][CH:13]=[CH:14][C:8]=3[N:7]([C:15]([C:17]3[CH:22]=[CH:21][C:20]([C:23]4[CH:28]([C:41]([CH3:42])([CH3:36])[CH3:40])[CH2:27][CH2:26][CH2:25][CH:24]=4)=[C:19]([CH3:29])[CH:18]=3)=[O:16])[CH2:6][C:5]=12. (8) Given the reactants C([O:3][C:4]([C:6]1([C:9]2[CH:14]=[CH:13][C:12]([C:15]3[CH:20]=[CH:19][C:18]([C:21]4[S:22][C:23]([Cl:38])=[CH:24][C:25]=4[NH:26][C:27]([O:29][C@@H:30]([C:32]4[CH:37]=[CH:36][CH:35]=[CH:34][CH:33]=4)[CH3:31])=[O:28])=[CH:17][C:16]=3[O:39][CH3:40])=[CH:11][CH:10]=2)[CH2:8][CH2:7]1)=[O:5])C.[OH-].[Na+].Cl, predict the reaction product. The product is: [Cl:38][C:23]1[S:22][C:21]([C:18]2[CH:19]=[CH:20][C:15]([C:12]3[CH:11]=[CH:10][C:9]([C:6]4([C:4]([OH:5])=[O:3])[CH2:8][CH2:7]4)=[CH:14][CH:13]=3)=[C:16]([O:39][CH3:40])[CH:17]=2)=[C:25]([NH:26][C:27]([O:29][C@@H:30]([C:32]2[CH:33]=[CH:34][CH:35]=[CH:36][CH:37]=2)[CH3:31])=[O:28])[CH:24]=1.